From a dataset of Reaction yield outcomes from USPTO patents with 853,638 reactions. Predict the reaction yield, written as a fraction of the theoretical maximum amount of product (1.0 means a 100% yield; for example, 0.34 means a 34% yield). (1) The reactants are [NH:1]1[CH2:6][CH2:5][O:4][CH2:3][CH2:2]1.[I:7][C:8]1[CH:15]=[CH:14][C:11]([CH2:12]Br)=[CH:10][CH:9]=1. The catalyst is CS(C)=O.C([O-])(O)=O.[Na+]. The product is [I:7][C:8]1[CH:15]=[CH:14][C:11]([CH2:12][N:1]2[CH2:6][CH2:5][O:4][CH2:3][CH2:2]2)=[CH:10][CH:9]=1. The yield is 0.840. (2) The reactants are [Cl:1][C:2]1[CH:11]=[CH:10][C:9]2[NH:8][C:7](=O)[C:6]3=[N:13][N:14]([CH3:16])[CH:15]=[C:5]3[C:4]=2[CH:3]=1.P(Cl)(Cl)(Cl)(Cl)[Cl:18]. The catalyst is O=P(Cl)(Cl)Cl. The product is [Cl:18][C:7]1[C:6]2=[N:13][N:14]([CH3:16])[CH:15]=[C:5]2[C:4]2[CH:3]=[C:2]([Cl:1])[CH:11]=[CH:10][C:9]=2[N:8]=1. The yield is 0.700.